Dataset: Merck oncology drug combination screen with 23,052 pairs across 39 cell lines. Task: Regression. Given two drug SMILES strings and cell line genomic features, predict the synergy score measuring deviation from expected non-interaction effect. (1) Drug 1: C=CCn1c(=O)c2cnc(Nc3ccc(N4CCN(C)CC4)cc3)nc2n1-c1cccc(C(C)(C)O)n1. Drug 2: Cc1nc(Nc2ncc(C(=O)Nc3c(C)cccc3Cl)s2)cc(N2CCN(CCO)CC2)n1. Cell line: UWB1289. Synergy scores: synergy=36.8. (2) Drug 1: COc1cc(C2c3cc4c(cc3C(OC3OC5COC(C)OC5C(O)C3O)C3COC(=O)C23)OCO4)cc(OC)c1O. Drug 2: CCc1cnn2c(NCc3ccc[n+]([O-])c3)cc(N3CCCCC3CCO)nc12. Cell line: NCIH1650. Synergy scores: synergy=-7.07.